This data is from Forward reaction prediction with 1.9M reactions from USPTO patents (1976-2016). The task is: Predict the product of the given reaction. (1) Given the reactants Cl.[N:2]12[CH2:9][CH2:8][CH:5]([CH2:6][CH2:7]1)[C@@H:4]([OH:10])[CH2:3]2, predict the reaction product. The product is: [N:2]12[CH2:9][CH2:8][CH:5]([CH2:6][CH2:7]1)[C@@H:4]([OH:10])[CH2:3]2. (2) Given the reactants [CH3:1][O:2][C:3](=[O:15])[CH:4]([NH2:14])[CH2:5][C:6]1[CH:7]=[N:8][C:9]([O:12][CH3:13])=[N:10][CH:11]=1.C(N(C(C)C)CC)(C)C.C1C(=O)N(OC(ON2C(=O)CCC2=O)=O)[C:27](=[O:28])C1.[NH:43]1[CH2:48][CH2:47][CH:46]([N:49]2[CH2:58][C:57]3[C:52](=[CH:53][CH:54]=[CH:55][CH:56]=3)[NH:51][C:50]2=[O:59])[CH2:45][CH2:44]1, predict the reaction product. The product is: [CH3:1][O:2][C:3](=[O:15])[CH:4]([NH:14][C:27]([N:43]1[CH2:44][CH2:45][CH:46]([N:49]2[CH2:58][C:57]3[C:52](=[CH:53][CH:54]=[CH:55][CH:56]=3)[NH:51][C:50]2=[O:59])[CH2:47][CH2:48]1)=[O:28])[CH2:5][C:6]1[CH:7]=[N:8][C:9]([O:12][CH3:13])=[N:10][CH:11]=1. (3) Given the reactants [NH2:1][C@@H:2]1[CH2:7][CH2:6][CH2:5][N:4]([C:8]2[CH:13]=[C:12]([CH3:14])[N:11]=[C:10]3[N:15]([CH3:28])[C:16](=[O:27])[N:17]([CH2:18][C:19]4[CH:26]=[CH:25][CH:24]=[CH:23][C:20]=4[C:21]#[N:22])[C:9]=23)[CH2:3]1.C(N(CC)CC)C.[C:36](OC(=O)C)(=[O:38])[CH3:37].C(OCC)(=O)C, predict the reaction product. The product is: [C:21]([C:20]1[CH:23]=[CH:24][CH:25]=[CH:26][C:19]=1[CH2:18][N:17]1[C:9]2[C:10](=[N:11][C:12]([CH3:14])=[CH:13][C:8]=2[N:4]2[CH2:5][CH2:6][CH2:7][C@@H:2]([NH:1][C:36](=[O:38])[CH3:37])[CH2:3]2)[N:15]([CH3:28])[C:16]1=[O:27])#[N:22]. (4) Given the reactants Cl[C:2]1[CH:3]=[CH:4][C:5]2[N:6]([CH:8]=[C:9]([NH:11][C:12]3[CH:17]=[CH:16][C:15]([S:18]([CH3:21])(=[O:20])=[O:19])=[CH:14][C:13]=3[O:22][CH3:23])[N:10]=2)[N:7]=1.[F:24][C:25]1[CH:30]=[CH:29][C:28]([C@@H:31]([CH3:44])[C:32]([NH:34][C:35]2[CH:40]=[CH:39][C:38](B(O)O)=[CH:37][CH:36]=2)=[O:33])=[CH:27][CH:26]=1.O.P([O-])([O-])([O-])=O.[K+].[K+].[K+].C1(P(C2CCCCC2)C2C=CC=CC=2C2C(OC)=CC=CC=2OC)CCCCC1, predict the reaction product. The product is: [F:24][C:25]1[CH:26]=[CH:27][C:28]([C@@H:31]([CH3:44])[C:32]([NH:34][C:35]2[CH:36]=[CH:37][C:38]([C:2]3[CH:3]=[CH:4][C:5]4[N:6]([CH:8]=[C:9]([NH:11][C:12]5[CH:17]=[CH:16][C:15]([S:18]([CH3:21])(=[O:20])=[O:19])=[CH:14][C:13]=5[O:22][CH3:23])[N:10]=4)[N:7]=3)=[CH:39][CH:40]=2)=[O:33])=[CH:29][CH:30]=1. (5) Given the reactants [N+:1]([C:4]1[CH:5]=[C:6]([S:14]([CH:17]2[CH2:22][N:21]([CH:23]=[O:24])[CH2:20][CH2:19][O:18]2)(=[O:16])=[O:15])[CH:7]=[C:8]([C:10]([F:13])([F:12])[F:11])[CH:9]=1)([O-])=O, predict the reaction product. The product is: [NH2:1][C:4]1[CH:5]=[C:6]([S:14]([CH:17]2[CH2:22][N:21]([CH:23]=[O:24])[CH2:20][CH2:19][O:18]2)(=[O:16])=[O:15])[CH:7]=[C:8]([C:10]([F:13])([F:11])[F:12])[CH:9]=1.